This data is from Catalyst prediction with 721,799 reactions and 888 catalyst types from USPTO. The task is: Predict which catalyst facilitates the given reaction. (1) Reactant: [Cl:1][C:2]1[CH:11]=[C:10]2[C:5]([C:6]([NH:12][CH2:13][CH:14](OC)[O:15]C)=[CH:7][CH:8]=[N:9]2)=[CH:4][CH:3]=1.FC(F)(F)C(O)=O. Product: [Cl:1][C:2]1[CH:11]=[C:10]2[C:5]([C:6]([NH:12][CH2:13][CH:14]=[O:15])=[CH:7][CH:8]=[N:9]2)=[CH:4][CH:3]=1. The catalyst class is: 15. (2) Product: [ClH:39].[ClH:40].[CH3:1][O:2][C:3]1[CH:4]=[C:5]2[C:10](=[CH:11][CH:12]=1)[N:9]=[C:8]([C:13]1[CH:14]=[N:15][CH:16]=[CH:17][CH:18]=1)[N:7]=[C:6]2[N:19]1[C:27]2[C:22](=[CH:23][CH:24]=[C:25]([NH:28][C:37](=[O:38])[O:36][CH3:35])[CH:26]=2)[CH2:21][CH2:20]1. Reactant: [CH3:1][O:2][C:3]1[CH:4]=[C:5]2[C:10](=[CH:11][CH:12]=1)[N:9]=[C:8]([C:13]1[CH:14]=[N:15][CH:16]=[CH:17][CH:18]=1)[N:7]=[C:6]2[N:19]1[C:27]2[C:22](=[CH:23][CH:24]=[C:25]([NH2:28])[CH:26]=2)[CH2:21][CH2:20]1.N1C=CC=CC=1.[CH3:35][O:36][C:37]([Cl:39])=[O:38].[ClH:40]. The catalyst class is: 34. (3) Reactant: [C:1]([O:4][CH2:5][C:6]([N:8]1[CH2:13][CH2:12][CH:11]([CH2:14][O:15][Si](C(C)(C)C)(C2C=CC=CC=2)C2C=CC=CC=2)[CH2:10][CH2:9]1)=[O:7])(=[O:3])[CH3:2].[F-].C([N+](CCCC)(CCCC)CCCC)CCC. Product: [C:1]([O:4][CH2:5][C:6]([N:8]1[CH2:13][CH2:12][CH:11]([CH2:14][OH:15])[CH2:10][CH2:9]1)=[O:7])(=[O:3])[CH3:2]. The catalyst class is: 1. (4) Reactant: [CH3:1][O:2][CH2:3][CH2:4][CH2:5][S:6]([C:9]1[CH:14]=[CH:13][C:12]([C:15]2[CH:20]=[CH:19][C:18]([CH2:21][CH2:22][N:23]3[CH2:27][CH2:26][CH2:25][C@H:24]3[CH3:28])=[CH:17][CH:16]=2)=[CH:11][CH:10]=1)(=[O:8])=[O:7].C(#N)C.[C:32]([OH:44])(=[O:43])[CH2:33][C:34]([CH2:39][C:40]([OH:42])=[O:41])([C:36]([OH:38])=[O:37])[OH:35]. The catalyst class is: 6. Product: [C:32]([OH:44])(=[O:43])[CH2:33][C:34]([CH2:39][C:40]([OH:42])=[O:41])([C:36]([OH:38])=[O:37])[OH:35].[C:32]([OH:44])(=[O:43])[CH2:33][C:34]([CH2:39][C:40]([OH:42])=[O:41])([C:36]([OH:38])=[O:37])[OH:35].[CH3:1][O:2][CH2:3][CH2:4][CH2:5][S:6]([C:9]1[CH:14]=[CH:13][C:12]([C:15]2[CH:20]=[CH:19][C:18]([CH2:21][CH2:22][N:23]3[CH2:27][CH2:26][CH2:25][C@H:24]3[CH3:28])=[CH:17][CH:16]=2)=[CH:11][CH:10]=1)(=[O:8])=[O:7].